From a dataset of Reaction yield outcomes from USPTO patents with 853,638 reactions. Predict the reaction yield, written as a fraction of the theoretical maximum amount of product (1.0 means a 100% yield; for example, 0.34 means a 34% yield). (1) The reactants are [CH:1]1([C:4]([C:6]2[CH:7]=[N:8][C:9]3[C:14]([C:15]=2[NH:16][C:17]2[CH:18]=[CH:19][C:20]([N:23]4[CH2:27][CH2:26][CH:25]([N:28](C)[C:29](=O)OC(C)(C)C)[CH2:24]4)=[N:21][CH:22]=2)=[CH:13][C:12]([C:37]2[CH:42]=[C:41]([Cl:43])[C:40]([OH:44])=[C:39]([Cl:45])[CH:38]=2)=[CH:11][CH:10]=3)=[O:5])[CH2:3][CH2:2]1.C(O)(C(F)(F)F)=O.[ClH:53]. The catalyst is C1COCC1. The product is [ClH:43].[ClH:53].[ClH:43].[CH:1]1([C:4]([C:6]2[CH:7]=[N:8][C:9]3[C:14]([C:15]=2[NH:16][C:17]2[CH:22]=[N:21][C:20]([N:23]4[CH2:27][CH2:26][CH:25]([NH:28][CH3:29])[CH2:24]4)=[CH:19][CH:18]=2)=[CH:13][C:12]([C:37]2[CH:38]=[C:39]([Cl:45])[C:40]([OH:44])=[C:41]([Cl:43])[CH:42]=2)=[CH:11][CH:10]=3)=[O:5])[CH2:3][CH2:2]1. The yield is 0.130. (2) The reactants are [F:1][C:2]([F:33])([F:32])[C:3]1[CH:4]=[C:5]([CH:25]=[C:26]([C:28]([F:31])([F:30])[F:29])[CH:27]=1)[C:6]([N:8]1[CH2:24][CH2:23][C:11]2([N:15]([C:16]3[CH:21]=[CH:20][CH:19]=[CH:18][CH:17]=3)[CH2:14][NH:13][C:12]2=[O:22])[CH2:10][CH2:9]1)=[O:7].[F-].[Cs+].C(O[Si](OCC)(OCC)OCC)C.[C:49]([O:53][CH2:54][CH3:55])(=[O:52])[CH:50]=[CH2:51]. The catalyst is C1COCC1. The product is [CH2:54]([O:53][C:49](=[O:52])[CH2:50][CH2:51][N:13]1[C:12](=[O:22])[C:11]2([CH2:10][CH2:9][N:8]([C:6](=[O:7])[C:5]3[CH:25]=[C:26]([C:28]([F:31])([F:30])[F:29])[CH:27]=[C:3]([C:2]([F:1])([F:32])[F:33])[CH:4]=3)[CH2:24][CH2:23]2)[N:15]([C:16]2[CH:17]=[CH:18][CH:19]=[CH:20][CH:21]=2)[CH2:14]1)[CH3:55]. The yield is 0.750. (3) The catalyst is C1COCC1. The product is [C:27]([O:31][C:32]([N:34]1[CH2:39][CH2:38][C@@:37]([OH:40])([C:8]2[CH:13]=[N:12][C:11]([O:14][CH2:15][CH2:16][O:17][C:18]3[C:23]([Cl:24])=[CH:22][C:21]([CH3:25])=[CH:20][C:19]=3[Cl:26])=[CH:10][CH:9]=2)[C@H:36]([C:41](=[O:59])[N:42]([CH2:46][C:47]2[C:52]([Cl:53])=[CH:51][N:50]=[C:49]([CH2:54][CH2:55][CH2:56][O:57][CH3:58])[CH:48]=2)[CH:43]2[CH2:44][CH2:45]2)[CH2:35]1)=[O:33])([CH3:30])([CH3:29])[CH3:28]. The yield is 0.550. The reactants are [Li+].[Cl-].C(Cl)(C)C.Br[C:8]1[CH:9]=[CH:10][C:11]([O:14][CH2:15][CH2:16][O:17][C:18]2[C:23]([Cl:24])=[CH:22][C:21]([CH3:25])=[CH:20][C:19]=2[Cl:26])=[N:12][CH:13]=1.[C:27]([O:31][C:32]([N:34]1[CH2:39][CH2:38][C:37](=[O:40])[CH:36]([C:41](=[O:59])[N:42]([CH2:46][C:47]2[C:52]([Cl:53])=[CH:51][N:50]=[C:49]([CH2:54][CH2:55][CH2:56][O:57][CH3:58])[CH:48]=2)[CH:43]2[CH2:45][CH2:44]2)[CH2:35]1)=[O:33])([CH3:30])([CH3:29])[CH3:28].[NH4+].[Cl-]. (4) The product is [Si:13]([O:20][C@@H:21]1[C@H:25]([CH2:26][O:27][Si:28]([C:31]([CH3:34])([CH3:33])[CH3:32])([CH3:30])[CH3:29])[CH2:24][C@@H:23]([O:35][C:36]2[CH:41]=[CH:40][N:39]=[C:38]3[NH:42][C:11]([C:1]4[C:10]5[C:5](=[CH:6][CH:7]=[CH:8][CH:9]=5)[CH:4]=[CH:3][CH:2]=4)=[N:43][C:37]=23)[CH2:22]1)([C:16]([CH3:17])([CH3:18])[CH3:19])([CH3:15])[CH3:14]. The yield is 0.680. The catalyst is C(#N)C. The reactants are [C:1]1([CH:11]=O)[C:10]2[C:5](=[CH:6][CH:7]=[CH:8][CH:9]=2)[CH:4]=[CH:3][CH:2]=1.[Si:13]([O:20][C@@H:21]1[C@H:25]([CH2:26][O:27][Si:28]([C:31]([CH3:34])([CH3:33])[CH3:32])([CH3:30])[CH3:29])[CH2:24][C@@H:23]([O:35][C:36]2[CH:41]=[CH:40][N:39]=[C:38]([NH2:42])[C:37]=2[NH2:43])[CH2:22]1)([C:16]([CH3:19])([CH3:18])[CH3:17])([CH3:15])[CH3:14].S(S([O-])=O)([O-])(=O)=O.[Na+].[Na+]. (5) The catalyst is C(O)C. The yield is 0.870. The product is [C:8]([C:10]1[CH:11]=[CH:12][C:13]([CH:16]2[N:21]3[N:22]=[C:23]([NH:25][C:26]([C:27]4[CH:28]=[CH:29][CH:30]=[CH:31][C:32]=4[C:2]([OH:4])=[O:5])=[O:35])[N:24]=[C:20]3[N:19]([C:36]3[CH:41]=[CH:40][CH:39]=[C:38]([C:42]([F:43])([F:45])[F:44])[CH:37]=3)[C:18]([CH3:46])=[C:17]2[C:47]([O:49][CH2:50][CH3:51])=[O:48])=[CH:14][CH:15]=1)#[N:9]. The reactants are O.[C:2](=[O:5])([O-:4])[O-].[K+].[K+].[C:8]([C:10]1[CH:15]=[CH:14][C:13]([CH:16]2[N:21]3[N:22]=[C:23]([N:25]4C(=O)[C:32]5[C:27](=[CH:28][CH:29]=[CH:30][CH:31]=5)[C:26]4=[O:35])[N:24]=[C:20]3[N:19]([C:36]3[CH:41]=[CH:40][CH:39]=[C:38]([C:42]([F:45])([F:44])[F:43])[CH:37]=3)[C:18]([CH3:46])=[C:17]2[C:47]([O:49][CH2:50][CH3:51])=[O:48])=[CH:12][CH:11]=1)#[N:9].Cl. (6) The reactants are Br[C:2]1[CH:7]=[C:6]([Cl:8])[CH:5]=[CH:4][C:3]=1[F:9].CON(C)[C:13]([CH:15]1[CH2:20][CH2:19][N:18]([C:21]([O:23][C:24]([CH3:27])([CH3:26])[CH3:25])=[O:22])[CH2:17][CH2:16]1)=[O:14]. The catalyst is C1COCC1. The product is [Cl:8][C:6]1[CH:5]=[CH:4][C:3]([F:9])=[C:2]([CH:7]=1)[C:13]([CH:15]1[CH2:20][CH2:19][N:18]([C:21]([O:23][C:24]([CH3:27])([CH3:26])[CH3:25])=[O:22])[CH2:17][CH2:16]1)=[O:14]. The yield is 0.920.